Dataset: Catalyst prediction with 721,799 reactions and 888 catalyst types from USPTO. Task: Predict which catalyst facilitates the given reaction. (1) Reactant: [CH3:1][O:2][C:3](=[O:23])[C:4]1[CH:9]=[CH:8][C:7]([CH2:10][O:11][C:12]2[CH:22]=[CH:21][C:15]3[CH2:16][CH2:17][NH:18][CH2:19][CH2:20][C:14]=3[CH:13]=2)=[CH:6][CH:5]=1.[C:24]1(=O)[CH2:28][CH2:27][CH2:26][CH2:25]1.C(O[BH-](OC(=O)C)OC(=O)C)(=O)C.[Na+]. Product: [CH3:1][O:2][C:3](=[O:23])[C:4]1[CH:5]=[CH:6][C:7]([CH2:10][O:11][C:12]2[CH:22]=[CH:21][C:15]3[CH2:16][CH2:17][N:18]([CH:24]4[CH2:28][CH2:27][CH2:26][CH2:25]4)[CH2:19][CH2:20][C:14]=3[CH:13]=2)=[CH:8][CH:9]=1. The catalyst class is: 411. (2) Reactant: [C:1]1([S:7]([C:9]2[CH:14]=[CH:13][CH:12]=[CH:11][CH:10]=2)=O)[CH:6]=[CH:5][CH:4]=[CH:3][CH:2]=1.FC(F)(F)C(OC(=O)C(F)(F)F)=O.[F:28][C:29]([F:35])([F:34])[S:30]([OH:33])(=[O:32])=[O:31].[CH3:36][CH2:37][CH2:38][CH2:39][CH2:40][CH3:41]. Product: [F:28][C:29]([F:35])([F:34])[S:30]([O-:33])(=[O:32])=[O:31].[C:1]1([S+:7]([C:38]2[CH:37]=[CH:36][CH:41]=[CH:40][CH:39]=2)[C:9]2[CH:14]=[CH:13][CH:12]=[CH:11][CH:10]=2)[CH:6]=[CH:5][CH:4]=[CH:3][CH:2]=1. The catalyst class is: 48. (3) Reactant: [C:9](O[C:9]([O:11][C:12]([CH3:15])([CH3:14])[CH3:13])=[O:10])([O:11][C:12]([CH3:15])([CH3:14])[CH3:13])=[O:10].[N+:16]([C:19]1[CH:29]=[CH:28][C:22]([CH2:23][NH:24][CH2:25][CH2:26][OH:27])=[CH:21][CH:20]=1)([O-:18])=[O:17].[OH-].[Na+]. Product: [OH:27][CH2:26][CH2:25][N:24]([CH2:23][C:22]1[CH:28]=[CH:29][C:19]([N+:16]([O-:18])=[O:17])=[CH:20][CH:21]=1)[C:9](=[O:10])[O:11][C:12]([CH3:13])([CH3:14])[CH3:15]. The catalyst class is: 34. (4) Reactant: [CH3:1][O:2][C:3](=[O:27])[CH2:4][O:5][C:6]1[CH:15]=[CH:14][C:13]([Cl:16])=[C:12]2[C:7]=1[C:8](Cl)=[C:9]([CH2:18][C:19]1[CH:24]=[CH:23][C:22]([Cl:25])=[CH:21][CH:20]=1)[C:10]([CH3:17])=[N:11]2.Cl. Product: [CH3:1][O:2][C:3](=[O:27])[CH2:4][O:5][C:6]1[CH:15]=[CH:14][C:13]([Cl:16])=[C:12]2[C:7]=1[CH:8]=[C:9]([CH2:18][C:19]1[CH:20]=[CH:21][C:22]([Cl:25])=[CH:23][CH:24]=1)[C:10]([CH3:17])=[N:11]2. The catalyst class is: 63. (5) Reactant: [Br:1][C:2]1[CH:7]=[CH:6][C:5]([C:8]2[N:12](C(OC(C)(C)C)=O)[CH:11]=[N:10][N:9]=2)=[CH:4][CH:3]=1.C(O)(C(F)(F)F)=O. Product: [Br:1][C:2]1[CH:3]=[CH:4][C:5]([C:8]2[N:12]=[CH:11][NH:10][N:9]=2)=[CH:6][CH:7]=1. The catalyst class is: 2. (6) Reactant: CN(C)C=O.[C:6](Cl)(=O)[C:7]([Cl:9])=[O:8].[CH3:12][O:13][C:14]1[CH:15]=[C:16](CC(O)=O)[CH:17]=[CH:18][C:19]=1[O:20][CH3:21]. Product: [CH3:12][O:13][C:14]1[CH:15]=[C:16]([CH2:6][C:7]([Cl:9])=[O:8])[CH:17]=[CH:18][C:19]=1[O:20][CH3:21]. The catalyst class is: 4. (7) Reactant: C([O:3][C:4](=[O:19])[CH:5]([NH:16]C=O)[C:6]([SH:15])([CH3:14])[CH2:7][CH2:8][CH2:9][CH2:10][CH2:11][CH2:12][CH3:13])C.Cl.[Cl:21]CCl.CO. Product: [ClH:21].[NH2:16][CH:5]([C:6]([SH:15])([CH3:14])[CH2:7][CH2:8][CH2:9][CH2:10][CH2:11][CH2:12][CH3:13])[C:4]([OH:19])=[O:3]. The catalyst class is: 15. (8) The catalyst class is: 345. Reactant: [F:1][C:2]([F:17])([F:16])[C:3]1[CH:8]=[CH:7][C:6]([C:9]2[S:13][C:12]([CH2:14][OH:15])=[CH:11][CH:10]=2)=[CH:5][CH:4]=1.[CH3:18][O:19][C:20](=[O:31])[CH2:21][CH2:22][C:23]1[CH:28]=[CH:27][C:26](O)=[CH:25][C:24]=1[CH3:30].C(P(CCCC)CCCC)CCC.N(C(N1CCCCC1)=O)=NC(N1CCCCC1)=O. Product: [CH3:18][O:19][C:20](=[O:31])[CH2:21][CH2:22][C:23]1[CH:28]=[CH:27][C:26]([O:15][CH2:14][C:12]2[S:13][C:9]([C:6]3[CH:5]=[CH:4][C:3]([C:2]([F:16])([F:1])[F:17])=[CH:8][CH:7]=3)=[CH:10][CH:11]=2)=[CH:25][C:24]=1[CH3:30]. (9) Reactant: [CH:1]([C:3]1[CH:16]=[CH:15][C:14]2[C:5](=[C:6]([O:17][C@H:18]3[CH2:22][N:21](C(OC(C)(C)C)=O)[C@H:20]([C:30]([O:32][CH3:33])=[O:31])[CH2:19]3)[N:7]=[C:8]3[C:13]=2[CH:12]=[CH:11][CH:10]=[CH:9]3)[CH:4]=1)=[CH2:2].[ClH:34]. Product: [ClH:34].[CH:1]([C:3]1[CH:16]=[CH:15][C:14]2[C:5](=[C:6]([O:17][C@H:18]3[CH2:22][NH:21][C@H:20]([C:30]([O:32][CH3:33])=[O:31])[CH2:19]3)[N:7]=[C:8]3[C:13]=2[CH:12]=[CH:11][CH:10]=[CH:9]3)[CH:4]=1)=[CH2:2]. The catalyst class is: 2. (10) Reactant: C([Li])CCC.[F:6][C:7]1[CH:12]=[CH:11][C:10]([F:13])=[CH:9][C:8]=1[O:14][CH3:15].Br[Si:17]([CH3:20])([CH3:19])[CH3:18].[Na]. The catalyst class is: 375. Product: [F:6][C:7]1[C:8]([O:14][CH3:15])=[C:9]([Si:17]([CH3:20])([CH3:19])[CH3:18])[C:10]([F:13])=[CH:11][CH:12]=1.